This data is from P-glycoprotein inhibition data for predicting drug efflux from Broccatelli et al.. The task is: Regression/Classification. Given a drug SMILES string, predict its absorption, distribution, metabolism, or excretion properties. Task type varies by dataset: regression for continuous measurements (e.g., permeability, clearance, half-life) or binary classification for categorical outcomes (e.g., BBB penetration, CYP inhibition). Dataset: pgp_broccatelli. (1) The molecule is COc1ccc(C[C@@H](O)CO)cc1OC. The result is 0 (non-inhibitor). (2) The drug is O=C1CN=C(c2ccccc2)c2cc([N+](=O)[O-])ccc2N1. The result is 0 (non-inhibitor). (3) The compound is Cc1cccc(Nc2cc(Cl)nc(SCC(=O)O)n2)c1C. The result is 0 (non-inhibitor). (4) The compound is CN1CCN(C2=Nc3ccccc3Oc3ccc(Cl)cc32)CC1. The result is 1 (inhibitor). (5) The result is 1 (inhibitor). The compound is CC(C)N(C[C@H](O)COc1ccccc1C(=O)CCc1cccc2ccccc12)C(C)C.